From a dataset of Forward reaction prediction with 1.9M reactions from USPTO patents (1976-2016). Predict the product of the given reaction. (1) Given the reactants [N:1]1[CH:6]=[CH:5][CH:4]=[C:3]([CH:7]=[O:8])[CH:2]=1.[NH2:9][C:10]1[CH:15]=[CH:14][C:13]([CH2:16][C:17]([O:19][CH3:20])=[O:18])=[CH:12][C:11]=1O.C(O)(=O)C.C(O)(=O)C.IC1C=CC=CC=1, predict the reaction product. The product is: [N:1]1[CH:6]=[CH:5][CH:4]=[C:3]([C:7]2[O:8][C:11]3[CH:12]=[C:13]([CH2:16][C:17]([O:19][CH3:20])=[O:18])[CH:14]=[CH:15][C:10]=3[N:9]=2)[CH:2]=1. (2) Given the reactants Cl[S:2]([C:5]1[CH:6]=[C:7]2[C:11](=[CH:12][CH:13]=1)[NH:10][C:9](=[O:14])[CH2:8]2)(=[O:4])=[O:3].[CH3:15][O:16][CH2:17][CH2:18][NH2:19].N1C=CC=CC=1, predict the reaction product. The product is: [CH3:15][O:16][CH2:17][CH2:18][NH:19][S:2]([C:5]1[CH:6]=[C:7]2[C:11](=[CH:12][CH:13]=1)[NH:10][C:9](=[O:14])[CH2:8]2)(=[O:4])=[O:3]. (3) Given the reactants [CH3:1][O:2][C:3]([C:5]1[CH:13]=[C:12]2[C:8]([C:9]3[C:17]([N:18]4[CH2:23][CH2:22][O:21][CH:20]([CH2:24][NH:25]C(OC(C)(C)C)=O)[CH2:19]4)=[N:16][CH:15]=[N:14][C:10]=3[NH:11]2)=[CH:7][CH:6]=1)=[O:4].CC1C=CC(S(O)(=O)=O)=CC=1, predict the reaction product. The product is: [NH2:25][CH2:24][CH:20]1[CH2:19][N:18]([C:17]2[C:9]3[C:8]4[C:12](=[CH:13][C:5]([C:3]([O:2][CH3:1])=[O:4])=[CH:6][CH:7]=4)[NH:11][C:10]=3[N:14]=[CH:15][N:16]=2)[CH2:23][CH2:22][O:21]1. (4) Given the reactants [CH3:1][O:2][C:3](=[O:23])[CH2:4][C:5]1[CH:10]=[CH:9][C:8]([O:11][CH3:12])=[C:7]([O:13][C:14]2[CH:19]=[C:18]([Br:20])[CH:17]=[CH:16][C:15]=2[CH2:21]Br)[CH:6]=1.[CH3:24][C@H:25]1[C@@H:29]([C:30]2[CH:35]=[CH:34][CH:33]=[CH:32][CH:31]=2)[O:28][C:27](=[O:36])[NH:26]1, predict the reaction product. The product is: [CH3:1][O:2][C:3](=[O:23])[CH2:4][C:5]1[CH:10]=[CH:9][C:8]([O:11][CH3:12])=[C:7]([O:13][C:14]2[CH:19]=[C:18]([Br:20])[CH:17]=[CH:16][C:15]=2[CH2:21][N:26]2[C@@H:25]([CH3:24])[C@@H:29]([C:30]3[CH:35]=[CH:34][CH:33]=[CH:32][CH:31]=3)[O:28][C:27]2=[O:36])[CH:6]=1. (5) Given the reactants [OH:1][C:2]1[CH:3]=[CH:4][C:5]([S:13](=[O:26])(=[O:25])[NH:14][C:15]2[CH:16]=[CH:17][C:18]3[CH2:22][O:21][B:20]([OH:23])[C:19]=3[CH:24]=2)=[C:6]([CH:12]=1)[CH2:7][O:8]C(=O)C.Cl, predict the reaction product. The product is: [OH:1][C:2]1[CH:3]=[CH:4][C:5]([S:13]([NH:14][C:15]2[CH:16]=[CH:17][C:18]3[CH2:22][O:21][B:20]([OH:23])[C:19]=3[CH:24]=2)(=[O:25])=[O:26])=[C:6]([CH2:7][OH:8])[CH:12]=1. (6) Given the reactants [CH3:1][O:2][C:3]1[CH:27]=[CH:26][C:6]([CH2:7][N:8]2[C:17]3[C:12](=[CH:13][C:14](/[CH:18]=[CH:19]/[C:20]([O:22][CH2:23][CH3:24])=[O:21])=[CH:15][CH:16]=3)[CH:11]=[CH:10][C:9]2=[O:25])=[CH:5][CH:4]=1.[N+](=[CH2:30])=[N-], predict the reaction product. The product is: [CH3:1][O:2][C:3]1[CH:27]=[CH:26][C:6]([CH2:7][N:8]2[C:17]3[C:12](=[CH:13][C:14]([CH:18]4[CH2:30][CH:19]4[C:20]([O:22][CH2:23][CH3:24])=[O:21])=[CH:15][CH:16]=3)[CH:11]=[CH:10][C:9]2=[O:25])=[CH:5][CH:4]=1.